From a dataset of Peptide-MHC class I binding affinity with 185,985 pairs from IEDB/IMGT. Regression. Given a peptide amino acid sequence and an MHC pseudo amino acid sequence, predict their binding affinity value. This is MHC class I binding data. The peptide sequence is SRYWEPEFY. The MHC is HLA-B15:01 with pseudo-sequence HLA-B15:01. The binding affinity (normalized) is 0.0847.